This data is from Full USPTO retrosynthesis dataset with 1.9M reactions from patents (1976-2016). The task is: Predict the reactants needed to synthesize the given product. (1) Given the product [C:1]([N:5]1[C:9](=[O:10])[C:8]([NH:20][CH2:21][CH2:22][C:23]2[CH:30]=[CH:29][C:26]([C:27]#[N:28])=[CH:25][CH:24]=2)=[C:7]([C:12]2[CH:17]=[CH:16][CH:15]=[CH:14][CH:13]=2)[S:6]1(=[O:19])=[O:18])([CH3:4])([CH3:3])[CH3:2], predict the reactants needed to synthesize it. The reactants are: [C:1]([N:5]1[C:9](=[O:10])[C:8](Cl)=[C:7]([C:12]2[CH:17]=[CH:16][CH:15]=[CH:14][CH:13]=2)[S:6]1(=[O:19])=[O:18])([CH3:4])([CH3:3])[CH3:2].[NH2:20][CH2:21][CH2:22][C:23]1[CH:30]=[CH:29][C:26]([C:27]#[N:28])=[CH:25][CH:24]=1. (2) Given the product [ClH:1].[NH2:10][CH2:9][CH:8]1[O:7][B:6]([OH:13])[C:5]2[C:14]([O:16][CH2:17][CH2:18][CH2:19][OH:20])=[CH:15][C:2]([Cl:1])=[CH:3][C:4]1=2, predict the reactants needed to synthesize it. The reactants are: [Cl:1][C:2]1[CH:15]=[C:14]([O:16][CH2:17][CH2:18][CH2:19][OH:20])[C:5]2[B:6]([OH:13])[O:7][CH:8]([CH2:9][N+:10]([O-])=O)[C:4]=2[CH:3]=1.[H][H]. (3) Given the product [Cl:1][C:2]1[CH:3]=[C:4]2[C:9](=[CH:10][C:11]=1[O:12][C:13]1[CH:18]=[CH:17][C:16]([C:19](=[O:37])[NH:20][C:21]3[N:22]=[N:23][C:24]([C:27]4[CH:32]=[CH:31][C:30]([C:33]([F:36])([F:35])[F:34])=[CH:29][CH:28]=4)=[CH:25][CH:26]=3)=[CH:15][CH:14]=1)[O:8][CH2:7][CH2:6][CH:5]2[C:38]([OH:40])=[O:39], predict the reactants needed to synthesize it. The reactants are: [Cl:1][C:2]1[CH:3]=[C:4]2[C:9](=[CH:10][C:11]=1[O:12][C:13]1[CH:18]=[CH:17][C:16]([C:19](=[O:37])[NH:20][C:21]3[N:22]=[N:23][C:24]([C:27]4[CH:32]=[CH:31][C:30]([C:33]([F:36])([F:35])[F:34])=[CH:29][CH:28]=4)=[CH:25][CH:26]=3)=[CH:15][CH:14]=1)[O:8][CH2:7][CH2:6][CH:5]2[C:38]([O:40]CC)=[O:39].[OH-].[Na+]. (4) Given the product [CH3:17][C:13]1[CH:14]=[CH:15][C:16]2[N:8](/[CH:7]=[CH:6]/[C:25]3[CH:30]=[CH:29][N:28]=[CH:27][CH:26]=3)[C:9]3[CH2:24][CH2:23][N:22]4[CH:18]([C:10]=3[C:11]=2[CH:12]=1)[CH2:19][CH2:20][CH2:21]4, predict the reactants needed to synthesize it. The reactants are: CS(O[CH:6]([C:25]1[CH:30]=[CH:29][N:28]=[CH:27][CH:26]=1)[CH2:7][N:8]1[C:16]2[CH:15]=[CH:14][C:13]([CH3:17])=[CH:12][C:11]=2[C:10]2[CH:18]3[N:22]([CH2:23][CH2:24][C:9]1=2)[CH2:21][CH2:20][CH2:19]3)(=O)=O.[OH-].[K+].